Dataset: Catalyst prediction with 721,799 reactions and 888 catalyst types from USPTO. Task: Predict which catalyst facilitates the given reaction. (1) Reactant: [C:1]([C:3]1[CH:20]=[CH:19][C:6]2[CH2:7][CH2:8][N:9]([C:12]([O:14][C:15]([CH3:18])([CH3:17])[CH3:16])=[O:13])[CH2:10][CH2:11][C:5]=2[CH:4]=1)#[N:2].Cl.[NH2:22][OH:23].C(=O)([O-])O.[Na+]. Product: [OH:23][NH:22][C:1](=[NH:2])[C:3]1[CH:20]=[CH:19][C:6]2[CH2:7][CH2:8][N:9]([C:12]([O:14][C:15]([CH3:17])([CH3:18])[CH3:16])=[O:13])[CH2:10][CH2:11][C:5]=2[CH:4]=1. The catalyst class is: 8. (2) Reactant: [ClH:1].C(OCC)(=O)C.[O:8]1[CH2:13][CH2:12][N:11]([CH2:14][CH2:15][C:16]2([CH2:22][CH2:23][N:24]3[CH2:29][CH2:28][CH:27]([N:30]([C:38]4[CH:43]=[CH:42][C:41]([CH3:44])=[CH:40][CH:39]=4)[C:31]([C:33]4[O:34][CH:35]=[CH:36][CH:37]=4)=[O:32])[CH2:26][CH2:25]3)[CH2:21][CH2:20][CH2:19][CH2:18][CH2:17]2)[CH2:10][CH2:9]1.C(O)C. Product: [ClH:1].[ClH:1].[O:8]1[CH2:9][CH2:10][N:11]([CH2:14][CH2:15][C:16]2([CH2:22][CH2:23][N:24]3[CH2:25][CH2:26][CH:27]([N:30]([C:38]4[CH:43]=[CH:42][C:41]([CH3:44])=[CH:40][CH:39]=4)[C:31]([C:33]4[O:34][CH:35]=[CH:36][CH:37]=4)=[O:32])[CH2:28][CH2:29]3)[CH2:17][CH2:18][CH2:19][CH2:20][CH2:21]2)[CH2:12][CH2:13]1. The catalyst class is: 13. (3) Reactant: [Br:1][C:2]1[N:7]=[C:6]([NH:8][C@H:9]([C:11]2[CH:16]=[CH:15][CH:14]=[C:13]([N+:17]([O-])=O)[CH:12]=2)[CH3:10])[CH:5]=[CH:4][CH:3]=1.[Cl-].[NH4+].[In]. Product: [NH2:17][C:13]1[CH:12]=[C:11]([C@@H:9]([NH:8][C:6]2[CH:5]=[CH:4][CH:3]=[C:2]([Br:1])[N:7]=2)[CH3:10])[CH:16]=[CH:15][CH:14]=1. The catalyst class is: 40. (4) Reactant: [C:1]([O:5][C:6]([NH:8][C@@H:9]([CH2:13][C:14]1[CH:19]=[CH:18][CH:17]=[CH:16][N:15]=1)[C:10]([OH:12])=O)=[O:7])([CH3:4])([CH3:3])[CH3:2].C1(P(N=[N+]=[N-])(C2C=CC=CC=2)=O)C=CC=CC=1.Cl.Cl.[NH2:39][CH2:40][C:41]([C:43]1[CH:48]=[CH:47][C:46]([N:49]2[CH:53]=[CH:52][N:51]=[C:50]2[CH3:54])=[CH:45][CH:44]=1)=[O:42].C(N(C(C)C)CC)(C)C. Product: [C:1]([O:5][C:6]([NH:8][C@@H:9]([CH2:13][C:14]1[CH:19]=[CH:18][CH:17]=[CH:16][N:15]=1)[C:10]([NH:39][CH2:40][C:41]([C:43]1[CH:44]=[CH:45][C:46]([N:49]2[CH:53]=[CH:52][N:51]=[C:50]2[CH3:54])=[CH:47][CH:48]=1)=[O:42])=[O:12])=[O:7])([CH3:2])([CH3:3])[CH3:4]. The catalyst class is: 39. (5) Reactant: O.[NH2:2][NH2:3].F[C:5]1[N:12]=[CH:11][CH:10]=[C:9]([I:13])[C:6]=1[CH:7]=O. Product: [I:13][C:9]1[CH:10]=[CH:11][N:12]=[C:5]2[NH:2][N:3]=[CH:7][C:6]=12. The catalyst class is: 41. (6) Product: [C:25]([OH:32])(=[O:31])/[CH:26]=[CH:27]/[C:28]([OH:30])=[O:29].[N:1]12[CH2:6][CH2:5][CH:4]([CH2:7][CH2:8]1)[C@H:3]([O:9][C:10]1[N:15]=[CH:14][C:13]([C:16]3[CH:17]=[C:18]4[C:22](=[CH:23][CH:24]=3)[NH:21][CH:20]=[CH:19]4)=[CH:12][N:11]=1)[CH2:2]2.[N:1]12[CH2:6][CH2:5][CH:4]([CH2:7][CH2:8]1)[C@H:3]([O:9][C:10]1[N:15]=[CH:14][C:13]([C:16]3[CH:17]=[C:18]4[C:22](=[CH:23][CH:24]=3)[NH:21][CH:20]=[CH:19]4)=[CH:12][N:11]=1)[CH2:2]2. The catalyst class is: 871. Reactant: [N:1]12[CH2:8][CH2:7][CH:4]([CH2:5][CH2:6]1)[C@H:3]([O:9][C:10]1[N:15]=[CH:14][C:13]([C:16]3[CH:17]=[C:18]4[C:22](=[CH:23][CH:24]=3)[NH:21][CH:20]=[CH:19]4)=[CH:12][N:11]=1)[CH2:2]2.[C:25]([OH:32])(=[O:31])/[CH:26]=[CH:27]/[C:28]([OH:30])=[O:29]. (7) Reactant: [O:1]=[P:2](Cl)(Cl)Cl.C(N(C(C)C)CC)(C)C.C([O:22][C:23]([CH2:25][N:26]([C:28](=[NH:30])[NH2:29])[CH3:27])=[O:24])C1C=CC=CC=1.[CH2:31]([OH:39])[C:32]1[C:33](=[CH:35][CH:36]=[CH:37][CH:38]=1)[OH:34]. Product: [O:1]=[P:2]1([NH:30][C:28]([N:26]([CH2:25][C:23]([OH:24])=[O:22])[CH3:27])=[NH:29])[O:39][CH2:31][C:32]2[CH:38]=[CH:37][CH:36]=[CH:35][C:33]=2[O:34]1. The catalyst class is: 322.